Predict the reactants needed to synthesize the given product. From a dataset of Full USPTO retrosynthesis dataset with 1.9M reactions from patents (1976-2016). (1) The reactants are: Br[C:2]1[CH:20]=[CH:19][C:5]([CH2:6][CH:7]2[CH2:11][CH2:10][N:9]([CH:12]3[CH2:17][CH2:16][CH2:15][CH2:14][CH2:13]3)[C:8]2=[O:18])=[C:4]([Cl:21])[CH:3]=1.C1(P(C2CCCCC2)C2C=CC=CC=2C2C(C(C)C)=CC(C(C)C)=CC=2C(C)C)CCCCC1.[C:56](=[O:59])([O-])[O-:57].[Cs+].[Cs+].O1[CH2:66][C:65](=O)[N:64]=[C-]1.[Cl-].[NH4+]. Given the product [Cl:21][C:4]1[CH:3]=[C:2]([N:64]2[CH2:65][CH2:66][O:57][C:56]2=[O:59])[CH:20]=[CH:19][C:5]=1[CH2:6][CH:7]1[CH2:11][CH2:10][N:9]([CH:12]2[CH2:17][CH2:16][CH2:15][CH2:14][CH2:13]2)[C:8]1=[O:18], predict the reactants needed to synthesize it. (2) Given the product [Br:1][C:2]1[CH:3]=[C:4]([CH:10]=[CH:11][C:12]=1[F:13])[O:5][CH2:6][C@H:7]([OH:8])[CH2:9][NH:15][CH3:14], predict the reactants needed to synthesize it. The reactants are: [Br:1][C:2]1[CH:3]=[C:4]([CH:10]=[CH:11][C:12]=1[F:13])[O:5][CH2:6][C@H:7]1[CH2:9][O:8]1.[CH3:14][NH2:15]. (3) Given the product [CH3:40][O:39][C:32]1[CH:33]=[CH:34][C:35]([O:37][CH3:38])=[C:36]2[C:31]=1[CH2:30][CH2:29][CH2:28][CH:27]2[NH:26][C:8]1[CH:7]=[CH:6][C:5]2[C:10](=[CH:11][CH:12]=[CH:13][C:4]=2[NH:1][S:22]([C:19]2[CH:20]=[CH:21][C:16]([F:15])=[CH:17][CH:18]=2)(=[O:24])=[O:23])[N:9]=1, predict the reactants needed to synthesize it. The reactants are: [N+:1]([C:4]1[CH:13]=[CH:12][CH:11]=[C:10]2[C:5]=1[CH:6]=[CH:7][C:8](Cl)=[N:9]2)([O-])=O.[F:15][C:16]1[CH:21]=[CH:20][C:19]([S:22](Cl)(=[O:24])=[O:23])=[CH:18][CH:17]=1.[NH2:26][CH:27]1[C:36]2[C:31](=[C:32]([O:39][CH3:40])[CH:33]=[CH:34][C:35]=2[O:37][CH3:38])[CH2:30][CH2:29][CH2:28]1. (4) Given the product [F:43][C:40]([F:41])([F:42])[C:38]1[CH:37]=[C:5]([CH:4]=[C:3]([C:2]([F:1])([F:44])[F:45])[CH:39]=1)[CH2:6][N:7]([CH2:23][C:24]1[CH:29]=[C:28]([C:30]([F:33])([F:32])[F:31])[CH:27]=[CH:26][C:25]=1[N:34]([C:52](=[O:56])[CH2:53][CH2:54][CH3:55])[CH2:35][CH3:36])[C:8]1[N:9]=[CH:10][C:11]([O:14][CH2:15][CH2:16][CH2:17][C:18]([O:20][CH2:21][CH3:22])=[O:19])=[CH:12][N:13]=1, predict the reactants needed to synthesize it. The reactants are: [F:1][C:2]([F:45])([F:44])[C:3]1[CH:4]=[C:5]([CH:37]=[C:38]([C:40]([F:43])([F:42])[F:41])[CH:39]=1)[CH2:6][N:7]([CH2:23][C:24]1[CH:29]=[C:28]([C:30]([F:33])([F:32])[F:31])[CH:27]=[CH:26][C:25]=1[NH:34][CH2:35][CH3:36])[C:8]1[N:13]=[CH:12][C:11]([O:14][CH2:15][CH2:16][CH2:17][C:18]([O:20][CH2:21][CH3:22])=[O:19])=[CH:10][N:9]=1.N1C=CC=CC=1.[C:52](Cl)(=[O:56])[CH2:53][CH2:54][CH3:55].Cl. (5) The reactants are: [F:1][C:2]([F:18])([F:17])[S:3]([O:6][C:7]1[CH:12]=[C:11]([CH3:13])[CH:10]=[CH:9][C:8]=1[CH:14]([CH3:16])[CH3:15])(=[O:5])=[O:4].S(=O)(=O)(O)O.[N+:24]([O-])([OH:26])=[O:25]. Given the product [F:18][C:2]([F:17])([F:1])[S:3]([O:6][C:7]1[CH:12]=[C:11]([CH3:13])[C:10]([N+:24]([O-:26])=[O:25])=[CH:9][C:8]=1[CH:14]([CH3:15])[CH3:16])(=[O:4])=[O:5], predict the reactants needed to synthesize it. (6) Given the product [CH3:8][O:9][C:10]([C:12]1[CH:17]=[C:16]([N:18]2[CH2:23][CH2:22][NH:21][C@@H:20]([CH3:31])[CH2:19]2)[N:15]=[C:14]([C:32]2[CH:37]=[CH:36][N:35]=[C:34]([NH:38][CH:39]3[CH2:44][CH2:43][CH2:42][CH2:41][CH2:40]3)[CH:33]=2)[CH:13]=1)=[O:11], predict the reactants needed to synthesize it. The reactants are: C(O)(C(F)(F)F)=O.[CH3:8][O:9][C:10]([C:12]1[CH:17]=[C:16]([N:18]2[CH2:23][CH2:22][N:21](C(OC(C)(C)C)=O)[C@@H:20]([CH3:31])[CH2:19]2)[N:15]=[C:14]([C:32]2[CH:37]=[CH:36][N:35]=[C:34]([NH:38][CH:39]3[CH2:44][CH2:43][CH2:42][CH2:41][CH2:40]3)[CH:33]=2)[CH:13]=1)=[O:11]. (7) The reactants are: B.CSC.[C:5]([CH2:7][C@H:8]([C:10]1[N:15]=[C:14]([O:16][CH2:17][CH:18]2[CH2:23][CH2:22][N:21]([C:24]([O:26][CH2:27][C:28]3[CH:33]=[CH:32][CH:31]=[CH:30][CH:29]=3)=[O:25])[CH2:20][CH2:19]2)[CH:13]=[CH:12][CH:11]=1)[OH:9])#[N:6].N.CO.C(Cl)Cl. Given the product [NH2:6][CH2:5][CH2:7][C@H:8]([C:10]1[N:15]=[C:14]([O:16][CH2:17][CH:18]2[CH2:19][CH2:20][N:21]([C:24]([O:26][CH2:27][C:28]3[CH:29]=[CH:30][CH:31]=[CH:32][CH:33]=3)=[O:25])[CH2:22][CH2:23]2)[CH:13]=[CH:12][CH:11]=1)[OH:9], predict the reactants needed to synthesize it.